This data is from Full USPTO retrosynthesis dataset with 1.9M reactions from patents (1976-2016). The task is: Predict the reactants needed to synthesize the given product. (1) Given the product [CH3:1][C:2]1[CH:19]=[CH:18][C:5]([O:6][CH:7]([CH3:17])[CH2:8][C:9]2[CH:14]=[CH:13][C:12]([CH2:15][Cl:21])=[CH:11][CH:10]=2)=[CH:4][CH:3]=1, predict the reactants needed to synthesize it. The reactants are: [CH3:1][C:2]1[CH:19]=[CH:18][C:5]([O:6][CH:7]([CH3:17])[CH2:8][C:9]2[CH:14]=[CH:13][C:12]([CH2:15]O)=[CH:11][CH:10]=2)=[CH:4][CH:3]=1.C(Cl)(Cl)(Cl)[Cl:21].C1C=CC(P(C2C=CC=CC=2)C2C=CC=CC=2)=CC=1. (2) The reactants are: [Cl:1][C:2]1[CH:7]=[CH:6][C:5]([C@@H:8]([C:19]2[CH:24]=[CH:23][C:22]([CH:25]3[CH2:30][CH2:29][N:28]([S:31]([NH2:34])(=[O:33])=[O:32])[CH2:27][CH2:26]3)=[CH:21][CH:20]=2)[CH2:9][C:10]([C:12]2[CH:17]=[CH:16][N:15]=[C:14]([CH3:18])[CH:13]=2)=O)=[C:4]([CH3:35])[CH:3]=1.Cl.[NH2:37][OH:38].C(=O)([O-])O.[Na+]. Given the product [Cl:1][C:2]1[CH:7]=[CH:6][C:5]([C@@H:8]([C:19]2[CH:24]=[CH:23][C:22]([CH:25]3[CH2:30][CH2:29][N:28]([S:31]([NH2:34])(=[O:33])=[O:32])[CH2:27][CH2:26]3)=[CH:21][CH:20]=2)[CH2:9]/[C:10](=[N:37]\[OH:38])/[C:12]2[CH:17]=[CH:16][N:15]=[C:14]([CH3:18])[CH:13]=2)=[C:4]([CH3:35])[CH:3]=1, predict the reactants needed to synthesize it. (3) The reactants are: I[C:2]1[CH:11]=[CH:10][CH:9]=[C:8]2[C:3]=1[CH:4]=[CH:5][C:6](Cl)=[N:7]2.[CH3:13][C:14]1[O:18][C:17]([CH2:19][NH2:20])=[CH:16][CH:15]=1.[CH3:21][S:22]([C:25]1[CH:26]=[C:27]([CH:29]=[CH:30][CH:31]=1)[NH2:28])(=[O:24])=[O:23]. Given the product [CH3:21][S:22]([C:25]1[CH:26]=[C:27]([NH:28][C:2]2[C:3]3[CH:4]=[CH:5][C:6]([NH:20][CH2:19][C:17]4[O:18][C:14]([CH3:13])=[CH:15][CH:16]=4)=[N:7][C:8]=3[CH:9]=[CH:10][CH:11]=2)[CH:29]=[CH:30][CH:31]=1)(=[O:23])=[O:24], predict the reactants needed to synthesize it. (4) Given the product [O:16]1[CH2:20][CH2:19][CH:18]([CH2:21][NH:22][C:10]([C:8]2[O:7][N:6]=[C:5]([CH2:1][CH2:2][CH2:3][CH3:4])[N:9]=2)=[O:12])[CH2:17]1, predict the reactants needed to synthesize it. The reactants are: [CH2:1]([C:5]1[N:9]=[C:8]([C:10]([O:12]CC)=O)[O:7][N:6]=1)[CH2:2][CH2:3][CH3:4].Cl.[O:16]1[CH2:20][CH2:19][CH:18]([CH2:21][NH2:22])[CH2:17]1.C(N(C(C)C)CC)(C)C. (5) Given the product [CH2:33]([N:20]1[C@@:14]([C@H:10]([O:9][C:4]2[N:3]=[C:2]([CH3:1])[CH:7]=[C:6]([CH3:8])[N:5]=2)[C:11]([OH:13])=[O:12])([C:27]2[CH:28]=[CH:29][CH:30]=[CH:31][CH:32]=2)[C:15]2[CH:26]=[CH:25][CH:24]=[CH:23][C:16]=2[N:17]([CH3:22])[C:18](=[O:21])[CH2:19]1)[CH3:34], predict the reactants needed to synthesize it. The reactants are: [CH3:1][C:2]1[CH:7]=[C:6]([CH3:8])[N:5]=[C:4]([O:9][C@@H:10]([C@@:14]2([C:27]3[CH:32]=[CH:31][CH:30]=[CH:29][CH:28]=3)[NH:20][CH2:19][C:18](=[O:21])[N:17]([CH3:22])[C:16]3[CH:23]=[CH:24][CH:25]=[CH:26][C:15]2=3)[C:11]([OH:13])=[O:12])[N:3]=1.[CH:33](=O)[CH3:34]. (6) The reactants are: [F:1][C:2]1[CH:3]=[C:4]2[C:8](=[CH:9][CH:10]=1)[NH:7][N:6]=[C:5]2[NH2:11].C=O.C[O-].[K+].[BH4-].[Na+].[C:19]([O-])(O)=O.[Na+]. Given the product [F:1][C:2]1[CH:3]=[C:4]2[C:8](=[CH:9][CH:10]=1)[NH:7][N:6]=[C:5]2[NH:11][CH3:19], predict the reactants needed to synthesize it. (7) Given the product [I:1][C:2]1[CH:6]=[C:5]([CH:7]2[CH2:11][CH2:10][O:9][CH2:8]2)[N:4]([CH:13]2[CH2:16][C:15](=[O:17])[CH2:14]2)[N:3]=1, predict the reactants needed to synthesize it. The reactants are: [I:1][C:2]1[CH:6]=[C:5]([CH:7]2[CH2:11][CH2:10][O:9][CH2:8]2)[NH:4][N:3]=1.Br[CH:13]1[CH2:16][C:15](=[O:17])[CH2:14]1.C(=O)([O-])[O-].[K+].[K+].C(OCC)(=O)C. (8) Given the product [CH2:31]([O:30][CH:17]([O:16][CH2:14][CH3:15])[CH2:18][CH2:19][CH2:20][NH:21][C:11]([N:2]1[CH2:3][CH2:4][C:5]2[C:10](=[CH:9][CH:8]=[CH:7][CH:6]=2)[CH2:1]1)=[O:12])[CH3:32], predict the reactants needed to synthesize it. The reactants are: [CH2:1]1[C:10]2[C:5](=[CH:6][CH:7]=[CH:8][CH:9]=2)[CH2:4][CH2:3][N:2]1[C:11](Cl)=[O:12].[CH2:14]([O:16][CH:17]([O:30][CH2:31][CH3:32])[CH2:18][CH2:19][CH2:20][NH:21]C(C1CCCCC1)=O)[CH3:15]. (9) Given the product [C:127]1([C:117]2[CH:118]=[C:59]([C:53]3[CH:54]=[CH:57][CH:61]=[CH:60][CH:58]=3)[N:120]=[C:115]([C:2]3[CH:3]=[C:4]4[C:12](=[CH:13][CH:14]=3)[N:11]([C:15]3[N:20]=[C:19]([C:21]5[CH:22]=[CH:23][CH:24]=[CH:25][CH:26]=5)[N:18]=[C:17]([C:27]5[CH:32]=[CH:31][CH:30]=[CH:29][CH:28]=5)[N:16]=3)[C:10]3[CH:9]=[C:8]5[C:33]([CH3:41])([CH3:40])[C:34]6[C:39]([C:7]5=[CH:6][C:5]4=3)=[CH:38][CH:37]=[CH:36][CH:35]=6)[N:116]=2)[CH:132]=[CH:131][CH:130]=[CH:129][CH:128]=1, predict the reactants needed to synthesize it. The reactants are: Br[C:2]1[CH:3]=[C:4]2[C:12](=[CH:13][CH:14]=1)[N:11]([C:15]1[N:20]=[C:19]([C:21]3[CH:26]=[CH:25][CH:24]=[CH:23][CH:22]=3)[N:18]=[C:17]([C:27]3[CH:32]=[CH:31][CH:30]=[CH:29][CH:28]=3)[N:16]=1)[C:10]1[CH:9]=[C:8]3[C:33]([CH3:41])([CH3:40])[C:34]4[C:39]([C:7]3=[CH:6][C:5]2=1)=[CH:38][CH:37]=[CH:36][CH:35]=4.B1(B2O[C:54]([CH3:57])(C)[C:53]([CH3:59])([CH3:58])O2)OC(C)(C)C(C)(C)O1.[C:60]([O-])(=O)[CH3:61].[K+].C1(C2N=C(C3C=CC=CC=3)N=C(N3C4C=C5C(C)(C)C6C(C5=CC=4C4C3=CC=C(B3OC(C)(C)C(C)(C)O3)C=4)=CC=CC=6)N=2)C=CC=CC=1.Cl[C:115]1[N:120]=C(C2C=CC=CC=2)[CH:118]=[C:117]([C:127]2[CH:132]=[CH:131][CH:130]=[CH:129][CH:128]=2)[N:116]=1.C(=O)([O-])[O-].[Na+].[Na+]. (10) The reactants are: [Si]([O:18][C@@H:19]([CH3:46])[C:20]([N:22]1[N:26]=[C:25]([C:27]2[CH:32]=[C:31]([F:33])[CH:30]=[CH:29][C:28]=2[F:34])[S:24][C@@:23]1([CH2:41][O:42][CH2:43][O:44][CH3:45])[C:35]1[CH:40]=[CH:39][CH:38]=[CH:37][CH:36]=1)=[O:21])(C(C)(C)C)(C1C=CC=CC=1)C1C=CC=CC=1.CCCC[N+](CCCC)(CCCC)CCCC.[F-].Cl. Given the product [F:34][C:28]1[CH:29]=[CH:30][C:31]([F:33])=[CH:32][C:27]=1[C:25]1[S:24][C@@:23]([CH2:41][O:42][CH2:43][O:44][CH3:45])([C:35]2[CH:36]=[CH:37][CH:38]=[CH:39][CH:40]=2)[N:22]([C:20](=[O:21])[C@@H:19]([OH:18])[CH3:46])[N:26]=1, predict the reactants needed to synthesize it.